Dataset: Full USPTO retrosynthesis dataset with 1.9M reactions from patents (1976-2016). Task: Predict the reactants needed to synthesize the given product. Given the product [CH3:17][C:16]1([CH3:18])[O:13][CH:10]([C:7]2[CH:6]=[CH:5][C:4]([N+:1]([O-:3])=[O:2])=[CH:9][CH:8]=2)[CH2:11][O:12]1, predict the reactants needed to synthesize it. The reactants are: [N+:1]([C:4]1[CH:9]=[CH:8][C:7]([CH:10]([OH:13])[CH2:11][OH:12])=[CH:6][CH:5]=1)([O-:3])=[O:2].CO[C:16](OC)([CH3:18])[CH3:17].CC1C=CC(S(O)(=O)=O)=CC=1.